This data is from Reaction yield outcomes from USPTO patents with 853,638 reactions. The task is: Predict the reaction yield, written as a fraction of the theoretical maximum amount of product (1.0 means a 100% yield; for example, 0.34 means a 34% yield). (1) The reactants are [CH3:1][O:2][C:3]1[CH:4]=[CH:5][C:6]([C:9]([OH:11])=O)=[CH:7][CH:8]=1.[C:12](Cl)(=O)C(Cl)=O.CCl.[NH2:20][CH2:21][C:22](=[O:28])[CH2:23][CH2:24][C:25]([OH:27])=[O:26].C(N(CC)CC)C. The catalyst is ClCCl.CN(C)C=O. The product is [CH3:12][O:26][C:25](=[O:27])[CH2:24][CH2:23][C:22]([CH2:21][NH:20][C:9](=[O:11])[C:6]1[CH:7]=[CH:8][C:3]([O:2][CH3:1])=[CH:4][CH:5]=1)=[O:28]. The yield is 0.840. (2) The reactants are [CH:1]([C@@H:14]1[CH2:20][C@@H:19]2[C@@H:17]([O:18]2)[CH2:16][O:15]1)([C:8]1[CH:13]=[CH:12][CH:11]=[CH:10][CH:9]=1)[C:2]1[CH:7]=[CH:6][CH:5]=[CH:4][CH:3]=1.[CH3:21][O:22][C:23]1[CH:24]=[C:25]([CH:28]=[C:29]([O:31][CH3:32])[CH:30]=1)[CH2:26][NH2:27]. No catalyst specified. The product is [CH:1]([C@@H:14]1[CH2:20][C@@H:19]([OH:18])[C@H:17]([NH:27][CH2:26][C:25]2[CH:28]=[C:29]([O:31][CH3:32])[CH:30]=[C:23]([O:22][CH3:21])[CH:24]=2)[CH2:16][O:15]1)([C:8]1[CH:13]=[CH:12][CH:11]=[CH:10][CH:9]=1)[C:2]1[CH:3]=[CH:4][CH:5]=[CH:6][CH:7]=1. The yield is 0.950. (3) The reactants are O[C@H:2]1[CH2:6][N:5]([C:7]([O:9][C:10]([CH3:13])([CH3:12])[CH3:11])=[O:8])[C@H:4]([C:14]([O:16][CH3:17])=[O:15])[CH2:3]1.ClCCl.C(Br)(Br)(Br)[Br:22].C1(P(C2C=CC=CC=2)C2C=CC=CC=2)C=CC=CC=1. The catalyst is C(OCC)C.CO. The product is [Br:22][C@@H:2]1[CH2:6][N:5]([C:7]([O:9][C:10]([CH3:13])([CH3:12])[CH3:11])=[O:8])[C@H:4]([C:14]([O:16][CH3:17])=[O:15])[CH2:3]1. The yield is 0.400. (4) The reactants are [C:1]([C:3]([CH3:18])([O:5][C:6]1[CH:15]=[CH:14][C:9]([C:10]([O:12]C)=[O:11])=[C:8]([O:16][CH3:17])[CH:7]=1)[CH3:4])#[N:2].[OH-].[Li+]. The catalyst is O1CCCC1.O. The product is [C:1]([C:3]([CH3:18])([O:5][C:6]1[CH:15]=[CH:14][C:9]([C:10]([OH:12])=[O:11])=[C:8]([O:16][CH3:17])[CH:7]=1)[CH3:4])#[N:2]. The yield is 0.780.